This data is from Catalyst prediction with 721,799 reactions and 888 catalyst types from USPTO. The task is: Predict which catalyst facilitates the given reaction. (1) Reactant: [Li]CCCC.CCCCCC.Br[C:13]1[CH:14]=[CH:15][C:16]2[N:17]([C:26]3[C:31]4[S:32][C:33]5[CH:38]=[CH:37][CH:36]=[CH:35][C:34]=5[C:30]=4[CH:29]=[CH:28][CH:27]=3)[C:18]3[C:23]([C:24]=2[CH:25]=1)=[CH:22][CH:21]=[CH:20][CH:19]=3.C[O:40][B:41](OC)[O:42]C.Cl. Product: [CH:29]1[C:30]2[C:34]3[CH:35]=[CH:36][CH:37]=[CH:38][C:33]=3[S:32][C:31]=2[C:26]([N:17]2[C:16]3[CH:15]=[CH:14][C:13]([B:41]([OH:42])[OH:40])=[CH:25][C:24]=3[C:23]3[C:18]2=[CH:19][CH:20]=[CH:21][CH:22]=3)=[CH:27][CH:28]=1. The catalyst class is: 7. (2) Reactant: [CH2:1]1[NH:6][CH2:5][CH2:4][N:3]2[CH2:7][C@H:8]([OH:10])[CH2:9][C@@H:2]12.C(N(CC)CC)C.[F:18][C:19]([F:30])([F:29])[C:20]1[CH:21]=[C:22]([CH:26]=[CH:27][CH:28]=1)[C:23](Cl)=[O:24]. Product: [OH:10][C@H:8]1[CH2:7][N:3]2[CH2:4][CH2:5][N:6]([C:23]([C:22]3[CH:26]=[CH:27][CH:28]=[C:20]([C:19]([F:18])([F:29])[F:30])[CH:21]=3)=[O:24])[CH2:1][C@@H:2]2[CH2:9]1. The catalyst class is: 4. (3) Reactant: Br[CH2:2][CH2:3][CH2:4][O:5][C:6]1[CH:29]=[CH:28][C:9]([CH2:10][N:11]2[C:19]([O:20][CH3:21])=[N:18][C:17]3[C:12]2=[N:13][C:14]([O:23][CH2:24][CH2:25][CH2:26][CH3:27])=[N:15][C:16]=3[NH2:22])=[CH:8][CH:7]=1.[CH3:30][NH2:31].CO. Product: [CH2:24]([O:23][C:14]1[N:13]=[C:12]2[C:17]([N:18]=[C:19]([O:20][CH3:21])[N:11]2[CH2:10][C:9]2[CH:28]=[CH:29][C:6]([O:5][CH2:4][CH2:3][CH2:2][NH:31][CH3:30])=[CH:7][CH:8]=2)=[C:16]([NH2:22])[N:15]=1)[CH2:25][CH2:26][CH3:27]. The catalyst class is: 1. (4) Reactant: [O:1]=[C:2]1[C:10](=[O:11])[C:9]2[C:4](=[CH:5][CH:6]=[C:7]([S:12][CH2:13][CH2:14][C:15]3[CH:25]=[CH:24][C:18]([C:19]([O:21]CC)=[O:20])=[CH:17][CH:16]=3)[CH:8]=2)[N:3]1[CH3:26].C(=O)([O-])[O-].[K+].[K+].Cl. Product: [O:1]=[C:2]1[C:10](=[O:11])[C:9]2[C:4](=[CH:5][CH:6]=[C:7]([S:12][CH2:13][CH2:14][C:15]3[CH:25]=[CH:24][C:18]([C:19]([OH:21])=[O:20])=[CH:17][CH:16]=3)[CH:8]=2)[N:3]1[CH3:26]. The catalyst class is: 24. (5) The catalyst class is: 585. Reactant: [NH2:1][CH2:2][CH2:3][C:4]1[CH:13]=[C:12]2[C:7]([CH:8]([NH:14][C:15](=[O:38])[CH2:16][CH:17]([C:32]3[CH:37]=[CH:36][CH:35]=[CH:34][CH:33]=3)[NH:18][S:19]([C:22]3[CH:27]=[CH:26][CH:25]=[C:24]([C:28]([F:31])([F:30])[F:29])[CH:23]=3)(=[O:21])=[O:20])[CH2:9][CH2:10][O:11]2)=[CH:6][CH:5]=1.[CH:39](=O)[CH:40]([CH3:42])[CH3:41].[BH4-].[Na+]. Product: [CH2:39]([N:1]([CH2:3][CH:4]([CH3:13])[CH3:5])[CH2:2][CH2:3][C:4]1[CH:13]=[C:12]2[C:7]([CH:8]([NH:14][C:15](=[O:38])[CH2:16][CH:17]([C:32]3[CH:33]=[CH:34][CH:35]=[CH:36][CH:37]=3)[NH:18][S:19]([C:22]3[CH:27]=[CH:26][CH:25]=[C:24]([C:28]([F:31])([F:29])[F:30])[CH:23]=3)(=[O:21])=[O:20])[CH2:9][CH2:10][O:11]2)=[CH:6][CH:5]=1)[CH:40]([CH3:42])[CH3:41]. (6) Reactant: [Cl:1][C:2]1[CH:7]=[CH:6][CH:5]=[C:4]([F:8])[C:3]=1[C:9]1[S:10][C:11]2[CH:12]=[N:13][CH:14]=[C:15]([F:18])[C:16]=2[N:17]=1.C1C=C(Cl)C=C(C(OO)=[O:27])C=1. Product: [Cl:1][C:2]1[CH:7]=[CH:6][CH:5]=[C:4]([F:8])[C:3]=1[C:9]1[S:10][C:11]2[CH:12]=[N+:13]([O-:27])[CH:14]=[C:15]([F:18])[C:16]=2[N:17]=1. The catalyst class is: 2. (7) Reactant: [Cl:1][C:2]1[NH:10][C:9]2[C:8](=[O:11])[N:7]([CH2:12][CH2:13][CH2:14][CH2:15]C(OCC)=O)[C:6](=[O:21])[N:5]([CH2:22][CH2:23][CH2:24][CH2:25][CH3:26])[C:4]=2[N:3]=1.CC[O-].[Na+].[Cl:31][C:32]1[CH:33]=[C:34]([CH2:39]/[C:40](=[N:43]/[H])/[NH:41][OH:42])[CH:35]=[CH:36][C:37]=1[Cl:38]. Product: [Cl:1][C:2]1[NH:10][C:9]2[C:8](=[O:11])[N:7]([CH2:12][CH2:13][CH2:14][C:15]3[O:42][N:41]=[C:40]([CH2:39][C:34]4[CH:35]=[CH:36][C:37]([Cl:38])=[C:32]([Cl:31])[CH:33]=4)[N:43]=3)[C:6](=[O:21])[N:5]([CH2:22][CH2:23][CH2:24][CH2:25][CH3:26])[C:4]=2[N:3]=1. The catalyst class is: 14.